Dataset: Catalyst prediction with 721,799 reactions and 888 catalyst types from USPTO. Task: Predict which catalyst facilitates the given reaction. (1) Reactant: [CH2:1]([O:3][C:4](=[O:24])[C:5]1[CH:10]=[CH:9][C:8]([N:11]2[C:19]3[C:14](=[CH:15][C:16]([OH:21])=[C:17]([Cl:20])[CH:18]=3)[C:13]([C:22]#[N:23])=[CH:12]2)=[CH:7][CH:6]=1)[CH3:2].N1C=CC=CC=1.[F:31][C:32]([F:45])([F:44])[S:33](O[S:33]([C:32]([F:45])([F:44])[F:31])(=[O:35])=[O:34])(=[O:35])=[O:34].Cl. Product: [CH2:1]([O:3][C:4](=[O:24])[C:5]1[CH:6]=[CH:7][C:8]([N:11]2[C:19]3[C:14](=[CH:15][C:16]([O:21][S:33]([C:32]([F:45])([F:44])[F:31])(=[O:35])=[O:34])=[C:17]([Cl:20])[CH:18]=3)[C:13]([C:22]#[N:23])=[CH:12]2)=[CH:9][CH:10]=1)[CH3:2]. The catalyst class is: 46. (2) Reactant: [Br:1][C:2]1[CH:3]=[C:4]([NH2:21])[C:5]2[CH:6]=[N:7][N:8]([S:11]([C:14]3[CH:19]=[CH:18][C:17]([CH3:20])=[CH:16][CH:15]=3)(=[O:13])=[O:12])[C:9]=2[CH:10]=1.N1C=CC=CC=1.[Cl:28][CH2:29][C:30]1[S:31][CH:32]=[C:33]([C:35](Cl)=[O:36])[N:34]=1. Product: [Br:1][C:2]1[CH:10]=[C:9]2[C:5]([CH:6]=[N:7][N:8]2[S:11]([C:14]2[CH:15]=[CH:16][C:17]([CH3:20])=[CH:18][CH:19]=2)(=[O:13])=[O:12])=[C:4]([NH:21][C:35]([C:33]2[N:34]=[C:30]([CH2:29][Cl:28])[S:31][CH:32]=2)=[O:36])[CH:3]=1. The catalyst class is: 2. (3) Reactant: [CH3:1][C:2]1[CH:3]=[C:4]2[C:8](=[CH:9][C:10]=1[CH3:11])/[C:7](=[CH:12]\[C:13]([O:15][CH2:16][CH3:17])=[O:14])/O[C:5]2=[O:18].[F:19][C:20]1[CH:26]=[CH:25][C:23]([NH2:24])=[CH:22][CH:21]=1. Product: [CH3:11][C:10]1[CH:9]=[C:8]2[C:4](=[CH:3][C:2]=1[CH3:1])[C:5](=[O:18])[N:24]([C:23]1[CH:25]=[CH:26][C:20]([F:19])=[CH:21][CH:22]=1)/[C:7]/2=[CH:12]/[C:13]([O:15][CH2:16][CH3:17])=[O:14]. The catalyst class is: 15. (4) Reactant: C[Al](C)C.[CH2:5]([CH2:7][NH2:8])[OH:6].C([O:11][C:12]([C:14]1[N:15]=[N:16][C:17]([O:20][CH2:21][C:22]2[C:23]([C:28]3[CH:33]=[CH:32][CH:31]=[C:30]([F:34])[CH:29]=3)=[N:24][O:25][C:26]=2[CH3:27])=[CH:18][CH:19]=1)=O)C.C(C(C(C([O-])=O)O)O)([O-])=O.[K+].[Na+]. Product: [OH:6][CH2:5][CH2:7][NH:8][C:12]([C:14]1[N:15]=[N:16][C:17]([O:20][CH2:21][C:22]2[C:23]([C:28]3[CH:33]=[CH:32][CH:31]=[C:30]([F:34])[CH:29]=3)=[N:24][O:25][C:26]=2[CH3:27])=[CH:18][CH:19]=1)=[O:11]. The catalyst class is: 12. (5) Reactant: [OH:1][C:2]1[CH:9]=[CH:8][CH:7]=[CH:6][C:3]=1[CH:4]=O.[CH2:10]([NH:13][CH2:14][CH:15]=[CH2:16])[CH:11]=[CH2:12].CO.[BH4-].[Na+]. Product: [CH2:10]([N:13]([CH2:4][C:3]1[CH:6]=[CH:7][CH:8]=[CH:9][C:2]=1[OH:1])[CH2:14][CH:15]=[CH2:16])[CH:11]=[CH2:12]. The catalyst class is: 6. (6) Reactant: [F:1][C:2]1[CH:3]=[C:4]([C:9](=[O:15])[C:10]([O:12][CH2:13][CH3:14])=[O:11])[CH:5]=[CH:6][C:7]=1[F:8]. Product: [F:1][C:2]1[CH:3]=[C:4]([CH:5]=[CH:6][C:7]=1[F:8])[C:9]([C:5]1[CH:4]=[CH:3][C:2]([F:1])=[C:7]([F:8])[CH:6]=1)([OH:15])[C:10]([O:12][CH2:13][CH3:14])=[O:11]. The catalyst class is: 1.